From a dataset of Reaction yield outcomes from USPTO patents with 853,638 reactions. Predict the reaction yield, written as a fraction of the theoretical maximum amount of product (1.0 means a 100% yield; for example, 0.34 means a 34% yield). (1) The product is [OH:1][C:2]1[CH:3]=[CH:4][C:5]([CH:8]([C:9]#[C:10][CH3:11])[CH2:12][C:13]([OH:21])=[O:14])=[CH:6][CH:7]=1. The reactants are [OH:1][C:2]1[CH:7]=[CH:6][C:5]([CH:8]([CH:12]2C(=O)OC(C)(C)[O:14][C:13]2=[O:21])[C:9]#[C:10][CH3:11])=[CH:4][CH:3]=1.Cl. The yield is 0.960. The catalyst is N1C=CC=CC=1.O. (2) The reactants are F.F.F.C(N(CC)CC)C.C(N(CC)CC)C.[Si]([O:35][CH2:36][C@H:37]1[O:41][C@@H:40]([N:42]2[CH:49]=[C:48]([CH3:50])[C:46](=[O:47])[NH:45][C:43]2=[O:44])[C@H:39]([O:51][CH2:52][CH2:53][O:54][N:55]([CH3:57])[CH3:56])[C@@H:38]1[OH:58])(C(C)(C)C)(C1C=CC=CC=1)C1C=CC=CC=1.CO. The catalyst is C1COCC1.C(Cl)Cl. The product is [CH3:56][N:55]([CH3:57])[O:54][CH2:53][CH2:52][O:51][C@@H:39]1[C@H:38]([OH:58])[C@@H:37]([CH2:36][OH:35])[O:41][C@H:40]1[N:42]1[CH:49]=[C:48]([CH3:50])[C:46](=[O:47])[NH:45][C:43]1=[O:44]. The yield is 0.925. (3) The reactants are [NH2:1][C:2]1[CH:7]=[CH:6][C:5]([N+:8]([O-:10])=[O:9])=[CH:4][C:3]=1[SH:11].C(=O)(O)[O-].[Na+].Cl[CH2:18][C:19](Cl)=[O:20]. The catalyst is O1CCCC1.O. The product is [N+:8]([C:5]1[CH:6]=[CH:7][C:2]2[NH:1][C:19](=[O:20])[CH2:18][S:11][C:3]=2[CH:4]=1)([O-:10])=[O:9]. The yield is 0.480. (4) The reactants are [CH2:1]([O:3][C:4]([CH2:6][CH:7]([CH2:11][CH:12]([CH3:14])[CH3:13])[C:8]([OH:10])=O)=[O:5])[CH3:2].[C:15]1([C:21]2[CH:28]=[CH:27][C:24]([CH2:25][NH2:26])=[CH:23][CH:22]=2)[CH:20]=[CH:19][CH:18]=[CH:17][CH:16]=1.C1C=CC2N(O)N=NC=2C=1.C(Cl)CCl.CN1CCOCC1. No catalyst specified. The product is [CH3:13][CH:12]([CH3:14])[CH2:11][CH:7]([C:8](=[O:10])[NH:26][CH2:25][C:24]1[CH:27]=[CH:28][C:21]([C:15]2[CH:16]=[CH:17][CH:18]=[CH:19][CH:20]=2)=[CH:22][CH:23]=1)[CH2:6][C:4]([O:3][CH2:1][CH3:2])=[O:5]. The yield is 0.910. (5) The reactants are C1COCC1.[F:6][C:7]1[CH:8]=[CH:9][C:10]2[N:11]([C:13]([CH2:23][C:24]3[N:28](C=C)[N:27]=[CH:26][N:25]=3)=[C:14]([C:16]3[CH:21]=[CH:20][C:19]([F:22])=[CH:18][CH:17]=3)[N:15]=2)[CH:12]=1.[BH4-].[Na+]. The catalyst is O.[OH-].[Na+].[Hg]. The product is [NH:28]1[C:24]([CH2:23][C:13]2[N:11]3[CH:12]=[C:7]([F:6])[CH:8]=[CH:9][C:10]3=[N:15][C:14]=2[C:16]2[CH:21]=[CH:20][C:19]([F:22])=[CH:18][CH:17]=2)=[N:25][CH:26]=[N:27]1. The yield is 0.300.